Dataset: Reaction yield outcomes from USPTO patents with 853,638 reactions. Task: Predict the reaction yield, written as a fraction of the theoretical maximum amount of product (1.0 means a 100% yield; for example, 0.34 means a 34% yield). (1) The reactants are C([C:5]1[CH:6]=[CH:7][C:8](O)=[C:9]([C:11]2(C3C=CC=CC=3)[C:19]3[C:14](=[CH:15][CH:16]=[CH:17][CH:18]=3)[NH:13][C:12]2=[O:20])[CH:10]=1)(C)(C)C.C1([Mg]Br)C=CC=CC=1.N1C2C(=CC=CC=2)C(=O)C1=[O:38]. The catalyst is C1COCC1. The product is [OH:38][C:11]1([C:9]2[CH:8]=[CH:7][CH:6]=[CH:5][CH:10]=2)[C:19]2[C:14](=[CH:15][CH:16]=[CH:17][CH:18]=2)[NH:13][C:12]1=[O:20]. The yield is 0.900. (2) The reactants are [F:1][C:2]1[CH:7]=[CH:6][C:5]([CH:8]2[C:12]3[C:13]([CH3:30])=[C:14]([NH:19][C:20](=O)[C:21]4[CH:26]=[CH:25][C:24]([O:27][CH3:28])=[CH:23][CH:22]=4)[C:15]([CH3:18])=[C:16]([CH3:17])[C:11]=3[O:10][C:9]2([CH3:32])[CH3:31])=[CH:4][CH:3]=1. The catalyst is CO. The product is [F:1][C:2]1[CH:3]=[CH:4][C:5]([CH:8]2[C:12]3[C:13]([CH3:30])=[C:14]([NH:19][CH2:20][C:21]4[CH:22]=[CH:23][C:24]([O:27][CH3:28])=[CH:25][CH:26]=4)[C:15]([CH3:18])=[C:16]([CH3:17])[C:11]=3[O:10][C:9]2([CH3:32])[CH3:31])=[CH:6][CH:7]=1. The yield is 0.520. (3) The catalyst is C(Cl)(Cl)Cl. The reactants are [CH3:1][C:2]([C:5]1[CH:10]=[CH:9][C:8]([CH2:11][N:12]2[C:17](=[O:18])[CH2:16][C:15](=[O:19])[N:14]([C:20]3[S:21][CH:22]=[CH:23][CH:24]=3)[C:13]2=[O:25])=[CH:7][CH:6]=1)([CH3:4])[CH3:3].C(N(C(C)C)CC)(C)C.[N:35]([CH2:38][C:39]([O:41]CC)=[O:40])=[C:36]=[O:37]. The yield is 0.400. The product is [CH3:4][C:2]([C:5]1[CH:6]=[CH:7][C:8]([CH2:11][N:12]2[C:17](=[O:18])[C:16]([C:36]([NH:35][CH2:38][C:39]([OH:41])=[O:40])=[O:37])=[C:15]([OH:19])[N:14]([C:20]3[S:21][CH:22]=[CH:23][CH:24]=3)[C:13]2=[O:25])=[CH:9][CH:10]=1)([CH3:1])[CH3:3]. (4) The reactants are [Cl:1][C:2]1[CH:10]=[C:9]([C:11]#[C:12][C:13]2[N:17](S(C3C=CC(C)=CC=3)(=O)=O)[N:16]=[CH:15][CH:14]=2)[C:5]2[O:6][CH2:7][O:8][C:4]=2[C:3]=1[NH:28][C:29]1[C:38]2[C:33](=[CH:34][C:35]([O:41][CH2:42][CH2:43][CH2:44][N:45]3[CH2:50][CH2:49][O:48][CH2:47][CH2:46]3)=[C:36]([O:39][CH3:40])[CH:37]=2)[N:32]=[CH:31][N:30]=1.[OH-].[Na+].[Cl-].[NH4+]. The catalyst is CO. The product is [Cl:1][C:2]1[CH:10]=[C:9]([C:11]#[C:12][C:13]2[NH:17][N:16]=[CH:15][CH:14]=2)[C:5]2[O:6][CH2:7][O:8][C:4]=2[C:3]=1[NH:28][C:29]1[C:38]2[C:33](=[CH:34][C:35]([O:41][CH2:42][CH2:43][CH2:44][N:45]3[CH2:50][CH2:49][O:48][CH2:47][CH2:46]3)=[C:36]([O:39][CH3:40])[CH:37]=2)[N:32]=[CH:31][N:30]=1. The yield is 0.300. (5) The reactants are [Cl-].[Al+3].[Al+3].[Al+3].[Cl-].[Cl-].[Cl-].[Cl-].[Cl-].[Cl-].[Cl-].[Cl-].[O:13]1[CH:17]=[CH:16][CH:15]=[C:14]1[C:18](Cl)=[O:19].[F:21][C:22]1[CH:27]=[CH:26][C:25]([C:28]2[S:29][CH:30]=[CH:31][C:32]=2[CH2:33][C:34]([O:36][CH2:37][CH3:38])=[O:35])=[C:24]([O:39][CH3:40])[CH:23]=1.O. The catalyst is ClCCl. The product is [F:21][C:22]1[CH:27]=[CH:26][C:25]([C:28]2[S:29][C:30]([C:18]([C:14]3[O:13][CH:17]=[CH:16][CH:15]=3)=[O:19])=[CH:31][C:32]=2[CH2:33][C:34]([O:36][CH2:37][CH3:38])=[O:35])=[C:24]([O:39][CH3:40])[CH:23]=1. The yield is 0.410. (6) The reactants are [OH:1][C:2]1[CH:11]=[C:10]2[C:5]([C:6]([O:12][C:13]3[CH:18]=[C:17]([CH3:19])[C:16]([CH3:20])=[CH:15][C:14]=3[C:21](=[O:23])[CH3:22])=[CH:7][CH:8]=[N:9]2)=[CH:4][C:3]=1[O:24][CH3:25].Br[CH2:27][CH2:28][Cl:29].C(=O)([O-])[O-].[K+].[K+].O. The catalyst is CN(C)C=O. The product is [Cl:29][CH2:28][CH2:27][O:1][C:2]1[CH:11]=[C:10]2[C:5]([C:6]([O:12][C:13]3[CH:18]=[C:17]([CH3:19])[C:16]([CH3:20])=[CH:15][C:14]=3[C:21](=[O:23])[CH3:22])=[CH:7][CH:8]=[N:9]2)=[CH:4][C:3]=1[O:24][CH3:25]. The yield is 0.680. (7) The reactants are Br[C:2]1[C:3]([C:7]2[CH:8]=[N:9][CH:10]=[CH:11][CH:12]=2)=[N:4][O:5][CH:6]=1.[CH2:13]([SH:19])[CH2:14][CH2:15][CH2:16][CH2:17][CH3:18].C(N(CC)CC)C.CC1(C)C2C(=C(P(C3C=CC=CC=3)C3C=CC=CC=3)C=CC=2)OC2C(P(C3C=CC=CC=3)C3C=CC=CC=3)=CC=CC1=2. The catalyst is C(OCC)(=O)C.C1C=CC(/C=C/C(/C=C/C2C=CC=CC=2)=O)=CC=1.C1C=CC(/C=C/C(/C=C/C2C=CC=CC=2)=O)=CC=1.C1C=CC(/C=C/C(/C=C/C2C=CC=CC=2)=O)=CC=1.[Pd].[Pd].O1CCOCC1. The product is [CH2:13]([S:19][C:2]1[C:3]([C:7]2[CH:8]=[N:9][CH:10]=[CH:11][CH:12]=2)=[N:4][O:5][CH:6]=1)[CH2:14][CH2:15][CH2:16][CH2:17][CH3:18]. The yield is 0.370. (8) The reactants are [Cl-].O[NH3+:3].[C:4](=[O:7])([O-])[OH:5].[Na+].CS(C)=O.[CH2:13]([C:17]1[N:18]=[C:19]([CH2:48][CH2:49][O:50][CH3:51])[N:20]([C:39]2[CH:40]=[CH:41][C:42]3[O:46][CH2:45][CH2:44][C:43]=3[CH:47]=2)[C:21](=[O:38])[C:22]=1[CH2:23][C:24]1[CH:29]=[CH:28][C:27]([C:30]2[C:31]([C:36]#[N:37])=[CH:32][CH:33]=[CH:34][CH:35]=2)=[CH:26][CH:25]=1)[CH2:14][CH2:15][CH3:16]. The catalyst is C(OCC)(=O)C. The product is [CH2:13]([C:17]1[N:18]=[C:19]([CH2:48][CH2:49][O:50][CH3:51])[N:20]([C:39]2[CH:40]=[CH:41][C:42]3[O:46][CH2:45][CH2:44][C:43]=3[CH:47]=2)[C:21](=[O:38])[C:22]=1[CH2:23][C:24]1[CH:25]=[CH:26][C:27]([C:30]2[CH:35]=[CH:34][CH:33]=[CH:32][C:31]=2[C:36]2[NH:3][C:4](=[O:7])[O:5][N:37]=2)=[CH:28][CH:29]=1)[CH2:14][CH2:15][CH3:16]. The yield is 0.550. (9) The yield is 0.853. The product is [F:22][CH:23]([F:27])[C:24](=[O:25])[C:10](=[CH:9][N:4]1[CH2:3][CH:2]([CH3:1])[O:7][CH:6]([CH3:8])[CH2:5]1)[C:11]([O:13][CH3:14])=[O:12]. The catalyst is C1(C)C=CC=CC=1. The reactants are [CH3:1][CH:2]1[O:7][CH:6]([CH3:8])[CH2:5][N:4]([CH:9]=[CH:10][C:11]([O:13][CH3:14])=[O:12])[CH2:3]1.C(N(CC)CC)C.[F:22][CH:23]([F:27])[C:24](F)=[O:25]. (10) The reactants are C(=[N:14][C:15]1[CH:16]=[C:17]([C:21]([C:23]2[C:31]3[C:30]([Cl:32])=[N:29][CH:28]=[N:27][C:26]=3[N:25]([CH3:33])[CH:24]=2)=[O:22])[CH:18]=[N:19][CH:20]=1)(C1C=CC=CC=1)C1C=CC=CC=1.C(O)(=O)CC(CC(O)=O)(C(O)=O)O.CCOCC. The catalyst is C1COCC1. The product is [NH2:14][C:15]1[CH:16]=[C:17]([C:21]([C:23]2[C:31]3[C:30]([Cl:32])=[N:29][CH:28]=[N:27][C:26]=3[N:25]([CH3:33])[CH:24]=2)=[O:22])[CH:18]=[N:19][CH:20]=1. The yield is 0.950.